From a dataset of Full USPTO retrosynthesis dataset with 1.9M reactions from patents (1976-2016). Predict the reactants needed to synthesize the given product. (1) Given the product [N:23]1([C:28]2[CH:29]=[CH:30][C:31]([NH:32][C:6]3[C:5]([C:9]([O:11][CH2:12][CH3:13])=[O:10])=[CH:4][N:3]=[C:2]([Cl:1])[N:7]=3)=[CH:33][CH:34]=2)[CH:27]=[N:26][CH:25]=[N:24]1, predict the reactants needed to synthesize it. The reactants are: [Cl:1][C:2]1[N:7]=[C:6](Cl)[C:5]([C:9]([O:11][CH2:12][CH3:13])=[O:10])=[CH:4][N:3]=1.CCN(C(C)C)C(C)C.[N:23]1([C:28]2[CH:34]=[CH:33][C:31]([NH2:32])=[CH:30][CH:29]=2)[CH:27]=[N:26][CH:25]=[N:24]1. (2) The reactants are: [Cl:1][C:2]1[C:3]([F:34])=[C:4]([NH:8][C:9]2[C:18]3[C:13](=[CH:14][C:15]([O:32][CH3:33])=[C:16]([CH2:19][N:20]([CH3:31])[C:21]4([C:28](O)=[O:29])[CH2:26][CH2:25][N:24]([CH3:27])[CH2:23][CH2:22]4)[CH:17]=3)[N:12]=[CH:11][N:10]=2)[CH:5]=[CH:6][CH:7]=1.F[P-](F)(F)(F)(F)F.[N:42]1(OC(N(C)C)=[N+](C)C)[C:46]2N=CC=CC=2N=N1.C(N(CC)C(C)C)(C)C.Cl.CN. Given the product [Cl:1][C:2]1[C:3]([F:34])=[C:4]([NH:8][C:9]2[C:18]3[C:13](=[CH:14][C:15]([O:32][CH3:33])=[C:16]([CH2:19][N:20]([CH3:31])[C:21]4([C:28]([NH:42][CH3:46])=[O:29])[CH2:22][CH2:23][N:24]([CH3:27])[CH2:25][CH2:26]4)[CH:17]=3)[N:12]=[CH:11][N:10]=2)[CH:5]=[CH:6][CH:7]=1, predict the reactants needed to synthesize it. (3) Given the product [C:70]([O:69][C:68]([NH:67][C:52]1([CH3:66])[CH2:53][CH2:54][N:55]([C:57]2[N:58]([CH3:65])[N:59]=[CH:60][C:61]=2[NH:62][C:22]([C:10]2[N:11]=[C:12]([C:14]3[C:15]([F:21])=[CH:16][CH:17]=[CH:18][C:19]=3[F:20])[S:13][C:9]=2[NH:8][C:6](=[O:7])[O:5][C:1]([CH3:4])([CH3:3])[CH3:2])=[O:23])[CH2:56][C:50]([F:75])([F:49])[CH2:51]1)=[O:74])([CH3:73])([CH3:72])[CH3:71], predict the reactants needed to synthesize it. The reactants are: [C:1]([O:5][C:6]([NH:8][C:9]1[S:13][C:12]([C:14]2[C:19]([F:20])=[CH:18][CH:17]=[CH:16][C:15]=2[F:21])=[N:11][C:10]=1[C:22](NC1C=NN(C)C=1N1CCC(OC)(C)C(NC(=O)OC(C)(C)C)CC1)=[O:23])=[O:7])([CH3:4])([CH3:3])[CH3:2].[F:49][C:50]1([F:75])[CH2:56][N:55]([C:57]2[N:58]([CH3:65])[N:59]=[CH:60][C:61]=2[N+:62]([O-])=O)[CH2:54][CH2:53][C:52]([NH:67][C:68](=[O:74])[O:69][C:70]([CH3:73])([CH3:72])[CH3:71])([CH3:66])[CH2:51]1. (4) Given the product [CH3:17][O:16][C:14]([CH:13]1[CH2:12][CH2:11][N:10]([C:18]([O:20][CH:21]([CH3:22])[CH3:23])=[O:19])[C:9]2=[CH:8][S:7][CH:6]=[C:5]2[C:3]1=[O:4])=[O:15], predict the reactants needed to synthesize it. The reactants are: CO[C:3]([C:5]1[C:9]([N:10]([C:18]([O:20][CH:21]([CH3:23])[CH3:22])=[O:19])[CH2:11][CH2:12][CH2:13][C:14]([O:16][CH3:17])=[O:15])=[CH:8][S:7][CH:6]=1)=[O:4].CC(C)([O-])C.[K+].Cl. (5) Given the product [N+:1]([C:4]1[CH:9]=[CH:8][C:7]([N:18]2[CH2:23][CH2:22][CH2:21][CH2:20][CH2:19]2)=[CH:6][CH:5]=1)([O-:3])=[O:2], predict the reactants needed to synthesize it. The reactants are: [N+:1]([C:4]1[CH:9]=[CH:8][C:7](F)=[CH:6][CH:5]=1)([O-:3])=[O:2].C(N(CC)CC)C.[NH:18]1[CH2:23][CH2:22][CH2:21][CH2:20][CH2:19]1.